This data is from Full USPTO retrosynthesis dataset with 1.9M reactions from patents (1976-2016). The task is: Predict the reactants needed to synthesize the given product. (1) Given the product [F:1][C:2]1[CH:10]=[CH:9][C:5]([C:6]([O:8][CH3:16])=[O:7])=[CH:4][C:3]=1[N+:11]([O-:13])=[O:12], predict the reactants needed to synthesize it. The reactants are: [F:1][C:2]1[CH:10]=[CH:9][C:5]([C:6]([OH:8])=[O:7])=[CH:4][C:3]=1[N+:11]([O-:13])=[O:12].CO.[CH3:16][Si](C=[N+]=[N-])(C)C. (2) The reactants are: [CH3:1][C:2]1([C:23]([O:25][CH3:26])=[O:24])[C:7](OS(C(F)(F)F)(=O)=O)=[CH:6][CH2:5][N:4]([C:16]([O:18][C:19]([CH3:22])([CH3:21])[CH3:20])=[O:17])[CH2:3]1.[F:27][C:28]1[CH:33]=[CH:32][C:31](B(O)O)=[CH:30][CH:29]=1.[Cl-].[Li+].C(=O)([O-])[O-].[Na+].[Na+]. Given the product [F:27][C:28]1[CH:33]=[CH:32][C:31]([C:7]2[C:2]([CH3:1])([C:23]([O:25][CH3:26])=[O:24])[CH2:3][N:4]([C:16]([O:18][C:19]([CH3:20])([CH3:21])[CH3:22])=[O:17])[CH2:5][CH:6]=2)=[CH:30][CH:29]=1, predict the reactants needed to synthesize it. (3) Given the product [CH3:1][C:2]1([CH3:9])[O:6][CH:5]([CH2:7][O:8][C:13]2[N:18]=[C:17]([NH2:19])[CH:16]=[N:15][CH:14]=2)[CH2:4][O:3]1, predict the reactants needed to synthesize it. The reactants are: [CH3:1][C:2]1([CH3:9])[O:6][CH:5]([CH2:7][OH:8])[CH2:4][O:3]1.[H-].[Na+].Cl[C:13]1[N:18]=[C:17]([NH2:19])[CH:16]=[N:15][CH:14]=1. (4) Given the product [Cl:7][C:8]1[CH:9]=[CH:10][C:11]([O:17][CH2:13][C:12]([CH3:16])=[CH2:11])=[C:12]([CH:16]=1)[C:13]([O:15][CH2:19][C:20]([CH3:22])=[CH2:21])=[O:14], predict the reactants needed to synthesize it. The reactants are: C([O-])([O-])=O.[K+].[K+].[Cl:7][C:8]1[CH:9]=[CH:10][C:11]([OH:17])=[C:12]([CH:16]=1)[C:13]([OH:15])=[O:14].Cl[CH2:19][C:20]([CH3:22])=[CH2:21]. (5) Given the product [Cl:8][C:6]1[N:5]=[C:4]([S:9][CH3:10])[N:3]=[C:2]([NH:17][CH2:13][CH2:12][OH:14])[CH:7]=1, predict the reactants needed to synthesize it. The reactants are: Cl[C:2]1[CH:7]=[C:6]([Cl:8])[N:5]=[C:4]([S:9][CH3:10])[N:3]=1.N[CH:12]([OH:14])[CH3:13].C([N:17](CC)CC)C. (6) Given the product [CH3:13][N:14]([CH3:16])[CH:15]=[CH:9][C:8]([C:4]1[S:3][C:2]([N:1]=[CH:13][N:14]([CH3:16])[CH3:15])=[N:6][C:5]=1[CH3:7])=[O:10], predict the reactants needed to synthesize it. The reactants are: [NH2:1][C:2]1[S:3][C:4]([C:8](=[O:10])[CH3:9])=[C:5]([CH3:7])[N:6]=1.CO[CH:13](OC)[N:14]([CH3:16])[CH3:15]. (7) Given the product [Br:1][C:2]1[CH:10]=[C:9]2[C:5]([CH2:6][CH2:7][N:8]2[C:14]2[C:19]([F:20])=[CH:18][N:17]=[C:16]([NH2:21])[N:15]=2)=[C:4]([O:11][CH3:12])[CH:3]=1, predict the reactants needed to synthesize it. The reactants are: [Br:1][C:2]1[CH:10]=[C:9]2[C:5]([CH2:6][CH2:7][NH:8]2)=[C:4]([O:11][CH3:12])[CH:3]=1.Cl[C:14]1[C:19]([F:20])=[CH:18][N:17]=[C:16]([NH2:21])[N:15]=1. (8) Given the product [C:1]([O:4][CH2:5][C@@:6]([NH:19][C:20](=[O:22])[CH3:21])([CH3:18])[CH2:7][CH2:8][C:9]1[O:10][C:11]([C:14]#[C:15][CH2:16][O:28][C:27]2[CH:9]=[CH:8][C:7]([Cl:23])=[CH:6][CH:5]=2)=[CH:12][CH:13]=1)(=[O:3])[CH3:2], predict the reactants needed to synthesize it. The reactants are: [C:1]([O:4][CH2:5][C@@:6]([NH:19][C:20](=[O:22])[CH3:21])([CH3:18])[CH2:7][CH2:8][C:9]1[O:10][C:11]([C:14]#[C:15][CH2:16]Br)=[CH:12][CH:13]=1)(=[O:3])[CH3:2].[Cl-:23].[NH4+].CN(C)[CH:27]=[O:28].